From a dataset of Reaction yield outcomes from USPTO patents with 853,638 reactions. Predict the reaction yield, written as a fraction of the theoretical maximum amount of product (1.0 means a 100% yield; for example, 0.34 means a 34% yield). (1) The catalyst is ClCCl. The reactants are [CH3:1][N:2]([CH3:24])[CH2:3][CH2:4][CH2:5][NH:6][C:7]1[C:16]2[C:11](=[CH:12][CH:13]=[CH:14][CH:15]=2)[N:10]=[C:9]([CH2:17][N:18]2[CH2:23][CH2:22][NH:21][CH2:20][CH2:19]2)[N:8]=1.C(N(CC)CC)C.Cl[CH:33]1[C:39]2[CH:40]=[CH:41][CH:42]=[CH:43][C:38]=2[CH2:37][CH2:36][C:35]2[CH:44]=[CH:45][CH:46]=[CH:47][C:34]1=2. The yield is 0.680. The product is [CH:44]1[C:35]2[CH2:36][CH2:37][C:38]3[CH:43]=[CH:42][CH:41]=[CH:40][C:39]=3[CH:33]([N:21]3[CH2:20][CH2:19][N:18]([CH2:17][C:9]4[N:8]=[C:7]([NH:6][CH2:5][CH2:4][CH2:3][N:2]([CH3:1])[CH3:24])[C:16]5[C:11](=[CH:12][CH:13]=[CH:14][CH:15]=5)[N:10]=4)[CH2:23][CH2:22]3)[C:34]=2[CH:47]=[CH:46][CH:45]=1. (2) The reactants are [NH2:1][C:2]1[C:7]([F:8])=[C:6](F)[N:5]=[C:4]([C:10]#N)[C:3]=1[Cl:12].[BrH:13].S(=O)(=O)(O)[OH:15].[C:19](=O)([O-])[O-:20].[Na+].[Na+]. The catalyst is C(O)(=O)C.CCOCC.CO. The product is [NH2:1][C:2]1[C:7]([F:8])=[C:6]([Br:13])[N:5]=[C:4]([C:10]([O:20][CH3:19])=[O:15])[C:3]=1[Cl:12]. The yield is 0.750. (3) The reactants are [CH3:1][C:2]1[CH:7]=[C:6]([C:8]([F:17])([C:13]([F:16])([F:15])[F:14])[C:9]([F:12])([F:11])[F:10])[CH:5]=[C:4]([CH3:18])[C:3]=1[NH:19][C:20](=[O:31])[C:21]1[CH:26]=[CH:25][C:24](F)=[C:23]([N+:28]([O-:30])=[O:29])[CH:22]=1.[CH3:32][NH:33][CH3:34].O. The catalyst is C(#N)C. The product is [CH3:32][N:33]([CH3:34])[C:24]1[CH:25]=[CH:26][C:21]([C:20]([NH:19][C:3]2[C:2]([CH3:1])=[CH:7][C:6]([C:8]([F:17])([C:13]([F:14])([F:16])[F:15])[C:9]([F:12])([F:10])[F:11])=[CH:5][C:4]=2[CH3:18])=[O:31])=[CH:22][C:23]=1[N+:28]([O-:30])=[O:29]. The yield is 1.00. (4) The reactants are [H-].[Na+].Cl.[NH2:4][CH:5]1[CH2:14][C:13]2[C:8](=[CH:9][CH:10]=[CH:11][CH:12]=2)[NH:7][C:6]1=[O:15].Br[CH2:17][C:18]([O:20][CH3:21])=[O:19]. The catalyst is CN(C=O)C. The product is [NH2:4][CH:5]1[CH2:14][C:13]2[C:8](=[CH:9][CH:10]=[CH:11][CH:12]=2)[N:7]([CH2:17][C:18]([O:20][CH3:21])=[O:19])[C:6]1=[O:15]. The yield is 1.00. (5) The reactants are [OH:1][C:2]1[CH:11]=[C:10]2[C:5]([C:6]([NH:12][C:13]3[CH:14]=[C:15]4[C:19](=[CH:20][CH:21]=3)[NH:18][C:17]([CH3:22])=[CH:16]4)=[N:7][CH:8]=[N:9]2)=[CH:4][C:3]=1[O:23][CH3:24].O[CH2:26][CH2:27][CH2:28][N:29]1[CH2:34][CH2:33][O:32][CH2:31][CH2:30]1.C1(P(C2C=CC=CC=2)C2C=CC=CC=2)C=CC=CC=1.N(C(OCC)=O)=NC(OCC)=O. The catalyst is C(Cl)Cl.CN(C=O)C. The product is [CH3:24][O:23][C:3]1[CH:4]=[C:5]2[C:10](=[CH:11][C:2]=1[O:1][CH2:26][CH2:27][CH2:28][N:29]1[CH2:34][CH2:33][O:32][CH2:31][CH2:30]1)[N:9]=[CH:8][N:7]=[C:6]2[NH:12][C:13]1[CH:14]=[C:15]2[C:19](=[CH:20][CH:21]=1)[NH:18][C:17]([CH3:22])=[CH:16]2. The yield is 0.440.